Binary Classification. Given a miRNA mature sequence and a target amino acid sequence, predict their likelihood of interaction. From a dataset of Experimentally validated miRNA-target interactions with 360,000+ pairs, plus equal number of negative samples. (1) The miRNA is hsa-miR-502-5p with sequence AUCCUUGCUAUCUGGGUGCUA. The protein sequence of the target gene is MALDPADQHLRHVEKDVLIPKIMREKAKERCSEQVQDFTKCCKNSGVLMVVKCRKENSALKECLTAYYNDPAFYEECKMEYLKEREEFRKTGIPTKKRLQKLPTSM. Result: 0 (no interaction). (2) The miRNA is hsa-miR-346 with sequence UGUCUGCCCGCAUGCCUGCCUCU. The protein sequence of the target gene is MRQSHQLPLVGLLLFSFIPSQLCEICEVSEENYIRLKPLLNTMIQSNYNRGTSAVNVVLSLKLVGIQIQTLMQKMIQQIKYNVKSRLSDVSSGELALIILALGVCRNAEENLIYDYHLIDKLENKFQAEIENMEAHNGTPLTNYYQLSLDVLALCLFNGNYSTAEVVNHFTPENKNYYFGSQFSVDTGAMAVLALTCVKKSLINGQIKADEGSLKNISIYTKSLVEKILSEKKENGLIGNTFSTGEAMQALFVSSDYYNENDWNCQQTLNTVLTEISQGAFSNPNAAAQVLPALMGKTFL.... Result: 0 (no interaction). (3) The miRNA is hsa-miR-6077 with sequence GGGAAGAGCUGUACGGCCUUC. The protein sequence of the target gene is MAWALAVILLPRLLAAAAAAAAVTSRGDVTVVCHDLETVEVTWGSGPDHHGANLSLEFRYGTGALQPCPRYFLSGAGVTSGCILPAARAGLLELALRDGGGAMVFKARQRASAWLKPRPPWNVTLLWTPDGDVTVSWPAHSYLGLDYEVQHRESNDDEDAWQTTSGPCCDLTVGGLDPARCYDFRVRASPRAAHYGLEAQPSEWTAVTRLSGAASAASCTASPAPSPALAPPLLPLGCGLAALLTLSLLLAALRLRRVKDALLPCVPDPSGSFPGLFEKHHGNFQAWIADAQATAPPART.... Result: 0 (no interaction). (4) The miRNA is hsa-miR-132-3p with sequence UAACAGUCUACAGCCAUGGUCG. The protein sequence of the target gene is MATFPPATSAPQQPPGPEDEDSSLDESDLYSLAHSYLGGGGRKGRTKREAAANTNRPSPGGHERKLVTKLQNSERKKRGARR. Result: 0 (no interaction). (5) The miRNA is hsa-miR-6746-5p with sequence CCGGGAGAAGGAGGUGGCCUGG. The protein sequence of the target gene is MQPKVPQLRRREGLGEEQEKGARGGEGNARTHGTPDLVQWTRHMEAVKTQFLEQAQRELAELLDRALWEAMQAYPKQDRPLPSAAPDSTSKTQELHPGKRKVFITRKSLIDELMEVQHFRTIYHMFIAGLCVLIISTLAIDFIDEGRLMLEFDLLLFSFGQLPLALMTWVPMFLSTLLVPYQTLWLWARPRAGGAWMLGASLGCVLLAAHAVVLCVLPVHVSVRHELPPASRCVLVFEQVRLLMKSYSFLRETVPGIFCVRGGKGISPPSFSSYLYFLFCPTLIYRETYPRTPSIRWNYV.... Result: 0 (no interaction). (6) The protein sequence of the target gene is MNKPLTPSTYIRNLNVGILRKLSDFIDPQEGWKKLAVAIKKPSGDDRYNQFHIRRFEALLQTGKSPTCELLFDWGTTNCTVGDLVDLLVQIELFAPATLLLPDAVPQTVKSLPPREAATVAQTHGPCQEKDRTSVMPMPKLEHSCEPPDSSSPDNRSVESSDTRFHSFSFHELKSITNNFDEQPASAGGNRMGEGGFGVVYKGCVNNTIVAVKKLGAMVEISTEELKQQFDQEIKVMATCQHENLVELLGFSSDSDNLCLVYAYMPNGSLLDRLSCLDGTPPLSWHTRCKVAQGTANGIR.... The miRNA is dre-miR-196b with sequence UAGGUAGUUUCAAGUUGUUGGG. Result: 0 (no interaction).